From a dataset of Reaction yield outcomes from USPTO patents with 853,638 reactions. Predict the reaction yield, written as a fraction of the theoretical maximum amount of product (1.0 means a 100% yield; for example, 0.34 means a 34% yield). The product is [CH2:12]([C:7]1[C:6]([C:4]([OH:3])=[O:5])=[C:10](/[CH:11]=[CH:16]/[C:17]2[CH:22]=[CH:21][CH:20]=[CH:19][CH:18]=2)[O:9][N:8]=1)[CH2:13][CH2:14][CH3:15]. The catalyst is C(O)C. The reactants are C([O:3][C:4]([C:6]1[C:7]([CH2:12][CH2:13][CH2:14][CH3:15])=[N:8][O:9][C:10]=1[CH3:11])=[O:5])C.[CH:16](=O)[C:17]1[CH:22]=[CH:21][CH:20]=[CH:19][CH:18]=1.[O-]CC.[Na+].Cl. The yield is 0.420.